Dataset: Forward reaction prediction with 1.9M reactions from USPTO patents (1976-2016). Task: Predict the product of the given reaction. Given the reactants [CH3:1][O:2][C:3]([NH:5][C@H:6]([C:10]([N:12]1[CH:16]([C:17]2[NH:18][CH:19]=[C:20]([C:22]3[CH:27]=[CH:26][C:25]([C:28]4[CH:33]=[CH:32][C:31]([C:34]5[N:35]=[C:36]([C@@H:39]6[CH2:43][CH2:42][CH2:41][N:40]6[C:44](=[O:54])[C@H:45]([CH:51]([CH3:53])[CH3:52])[NH:46][C:47]([O:49][CH3:50])=[O:48])[NH:37][CH:38]=5)=[CH:30][CH:29]=4)=[CH:24][CH:23]=3)[N:21]=2)[CH2:15][C:14]2([CH2:59][CH2:58][N:57](C(OC(C)(C)C)=O)[CH2:56][CH2:55]2)[CH2:13]1)=[O:11])[CH:7]([CH3:9])[CH3:8])=[O:4].FC(F)(F)C(O)=O, predict the reaction product. The product is: [CH3:52][CH:51]([CH3:53])[C@H:45]([NH:46][C:47](=[O:48])[O:49][CH3:50])[C:44]([N:40]1[CH2:41][CH2:42][CH2:43][C@H:39]1[C:36]1[NH:37][CH:38]=[C:34]([C:31]2[CH:32]=[CH:33][C:28]([C:25]3[CH:24]=[CH:23][C:22]([C:20]4[N:21]=[C:17]([CH:16]5[CH2:15][C:14]6([CH2:55][CH2:56][NH:57][CH2:58][CH2:59]6)[CH2:13][N:12]5[C:10](=[O:11])[C@@H:6]([NH:5][C:3]([O:2][CH3:1])=[O:4])[CH:7]([CH3:8])[CH3:9])[NH:18][CH:19]=4)=[CH:27][CH:26]=3)=[CH:29][CH:30]=2)[N:35]=1)=[O:54].